This data is from Full USPTO retrosynthesis dataset with 1.9M reactions from patents (1976-2016). The task is: Predict the reactants needed to synthesize the given product. Given the product [Br:12][C:8]1[N:9]=[C:10]2[C:2]([CH3:3])=[CH:1][NH:4][C:5]2=[N:6][CH:7]=1, predict the reactants needed to synthesize it. The reactants are: [CH2:1]([NH:4][C:5]1[C:10](Br)=[N:9][C:8]([Br:12])=[CH:7][N:6]=1)[CH:2]=[CH2:3].C([O-])=O.[Na+].